Dataset: Full USPTO retrosynthesis dataset with 1.9M reactions from patents (1976-2016). Task: Predict the reactants needed to synthesize the given product. (1) Given the product [F:1][C:2]1[CH:3]=[C:4]2[C:9](=[CH:10][CH:11]=1)[N+:8]([O-:15])=[CH:7][C:6]([CH3:12])=[CH:5]2, predict the reactants needed to synthesize it. The reactants are: [F:1][C:2]1[CH:3]=[C:4]2[C:9](=[CH:10][CH:11]=1)[N:8]=[CH:7][C:6]([CH3:12])=[CH:5]2.OO.[O-:15]S([O-])=O.[Na+].[Na+].[I-].[Na+]. (2) Given the product [C:8]([S:11][CH2:12][CH2:13][N:14]([CH2:27][CH2:28][CH:29]1[CH2:30][CH2:31][CH2:32][CH2:33][CH2:34]1)[C:15](=[O:26])[NH:16][C@@H:17]([CH3:25])[C:18]([OH:20])=[O:19])(=[O:10])[CH3:9], predict the reactants needed to synthesize it. The reactants are: Cl.O1CCOCC1.[C:8]([S:11][CH2:12][CH2:13][N:14]([CH2:27][CH2:28][CH:29]1[CH2:34][CH2:33][CH2:32][CH2:31][CH2:30]1)[C:15](=[O:26])[NH:16][C@@H:17]([CH3:25])[C:18]([O:20]C(C)(C)C)=[O:19])(=[O:10])[CH3:9]. (3) Given the product [C:1]1([C:7]2([CH2:12][O:13][S:21]([CH3:24])(=[O:23])=[O:22])[CH2:11][CH2:10][CH2:9][CH2:8]2)[CH:6]=[CH:5][CH:4]=[CH:3][CH:2]=1, predict the reactants needed to synthesize it. The reactants are: [C:1]1([C:7]2([CH2:12][OH:13])[CH2:11][CH2:10][CH2:9][CH2:8]2)[CH:6]=[CH:5][CH:4]=[CH:3][CH:2]=1.C(N(CC)CC)C.[S:21](Cl)([CH3:24])(=[O:23])=[O:22]. (4) Given the product [CH3:39][O:21][C:20]1[C:15]2[C:16](=[CH:22][C:12]([O:23][CH3:24])=[CH:13][CH:14]=2)[CH:17]=[CH:18][CH:19]=1, predict the reactants needed to synthesize it. The reactants are: CCCN([C@@H:12]1[CH2:22][C:16]2[CH:17]=[CH:18][CH:19]=[C:20]([OH:21])[C:15]=2[CH2:14][CH2:13]1)CCC1SC=CC=1.[OH:23][C:24]1C2C(=CC(O)=CC=2)C=CC=1.S(OC)(O[CH3:39])(=O)=O. (5) The reactants are: COC1C=C(OC)C=CC=1C[N:6]([C:36]1[CH:41]=[CH:40][N:39]=[CH:38][N:37]=1)[S:7]([C:10]1[CH:15]=[C:14]([F:16])[C:13]([O:17][C@H:18]2[CH2:23][CH2:22][CH2:21][CH2:20][C@@H:19]2[C:24]2[N:28](C3CCCCO3)[N:27]=[CH:26][CH:25]=2)=[CH:12][C:11]=1[F:35])(=[O:9])=[O:8].C([SiH](CC)CC)C.CO. Given the product [F:35][C:11]1[CH:12]=[C:13]([O:17][C@H:18]2[CH2:23][CH2:22][CH2:21][CH2:20][C@@H:19]2[C:24]2[NH:28][N:27]=[CH:26][CH:25]=2)[C:14]([F:16])=[CH:15][C:10]=1[S:7]([NH:6][C:36]1[CH:41]=[CH:40][N:39]=[CH:38][N:37]=1)(=[O:8])=[O:9], predict the reactants needed to synthesize it. (6) Given the product [Br:6][C:7]1[C:8]([F:19])=[C:9]2[C:15]([NH2:16])=[CH:14][NH:13][C:10]2=[N:11][CH:12]=1, predict the reactants needed to synthesize it. The reactants are: O.O.[Sn](Cl)Cl.[Br:6][C:7]1[C:8]([F:19])=[C:9]2[C:15]([N+:16]([O-])=O)=[CH:14][NH:13][C:10]2=[N:11][CH:12]=1. (7) Given the product [C:2]([C:7]1[O:11][C:10]([CH2:12][N:13]2[N:17]=[C:16]([NH:18][C:31]([C:27]3[N:28]=[CH:29][O:30][C:26]=3[C:23]3[CH:24]=[CH:25][C:20]([Cl:19])=[CH:21][CH:22]=3)=[O:32])[CH:15]=[N:14]2)=[CH:9][CH:8]=1)(=[O:6])[CH3:1], predict the reactants needed to synthesize it. The reactants are: [CH3:1][C:2]1([C:7]2[O:11][C:10]([CH2:12][N:13]3[N:17]=[C:16]([NH2:18])[CH:15]=[N:14]3)=[CH:9][CH:8]=2)[O:6]CCO1.[Cl:19][C:20]1[CH:25]=[CH:24][C:23]([C:26]2[O:30][CH:29]=[N:28][C:27]=2[C:31](O)=[O:32])=[CH:22][CH:21]=1. (8) The reactants are: [NH2:1][CH2:2][CH:3]1[CH2:8][CH2:7][C:6]([N:15]([CH3:17])[CH3:16])([C:9]2[CH:14]=[CH:13][CH:12]=[CH:11][CH:10]=2)[CH2:5][CH2:4]1.[Cl-].COC1N=C(OC)N=C([N+]2(C)CCOCC2)N=1.[NH:36]1[C:44]2[C:39](=[CH:40][CH:41]=[CH:42][CH:43]=2)[C:38]([CH2:45][CH2:46][CH2:47][CH2:48][C:49](O)=[O:50])=[CH:37]1. Given the product [CH3:16][N:15]([CH3:17])[C:6]1([C:9]2[CH:10]=[CH:11][CH:12]=[CH:13][CH:14]=2)[CH2:5][CH2:4][CH:3]([CH2:2][NH:1][C:49](=[O:50])[CH2:48][CH2:47][CH2:46][CH2:45][C:38]2[C:39]3[C:44](=[CH:43][CH:42]=[CH:41][CH:40]=3)[NH:36][CH:37]=2)[CH2:8][CH2:7]1, predict the reactants needed to synthesize it. (9) Given the product [Br:1][C:2]1[CH:7]=[CH:6][C:5]([N:8]2[C:12]3[CH:13]=[CH:14][CH:15]=[CH:16][C:11]=3[N:10]=[C:9]2[Cl:25])=[CH:4][CH:3]=1, predict the reactants needed to synthesize it. The reactants are: [Br:1][C:2]1[CH:7]=[CH:6][C:5]([N:8]2[C:12]3[CH:13]=[CH:14][CH:15]=[CH:16][C:11]=3[NH:10][C:9]2=O)=[CH:4][CH:3]=1.C(=O)(O)[O-].[Na+].O=P(Cl)(Cl)[Cl:25]. (10) Given the product [C:26]([C:25]1[O:22][C:21]([C:20]2[CH:31]=[CH:32][C:17]([CH2:16][C:13]3[C:12]([CH3:33])=[N:11][N:10]([C:4]4[CH:5]=[CH:6][C:7]([C:8]#[N:9])=[C:2]([Cl:1])[CH:3]=4)[C:14]=3[CH3:15])=[CH:18][CH:19]=2)=[N:23][N:24]=1)([CH3:29])([CH3:28])[CH3:27], predict the reactants needed to synthesize it. The reactants are: [Cl:1][C:2]1[CH:3]=[C:4]([N:10]2[C:14]([CH3:15])=[C:13]([CH2:16][C:17]3[CH:32]=[CH:31][C:20]([C:21]([NH:23][NH:24][C:25](=O)[C:26]([CH3:29])([CH3:28])[CH3:27])=[O:22])=[CH:19][CH:18]=3)[C:12]([CH3:33])=[N:11]2)[CH:5]=[CH:6][C:7]=1[C:8]#[N:9].O.C1(C)C=CC(S(O)(=O)=O)=CC=1.